Dataset: Full USPTO retrosynthesis dataset with 1.9M reactions from patents (1976-2016). Task: Predict the reactants needed to synthesize the given product. (1) Given the product [N:7]1[CH:8]=[CH:9][N:10]2[CH:15]=[CH:14][C:13]([CH2:16][NH:17][C:18](=[O:19])[C:20]3[CH:21]=[CH:22][C:23]([C:24]([N:29]4[CH2:32][CH2:33][CH2:34][C@@H:35]4[CH2:36][O:38][CH3:1])=[O:25])=[CH:27][CH:28]=3)=[CH:12][C:11]=12, predict the reactants needed to synthesize it. The reactants are: [CH3:1]C(C)CCN.[N:7]1[CH:8]=[CH:9][N:10]2[CH:15]=[CH:14][C:13]([CH2:16][NH:17][C:18]([C:20]3[CH:28]=[CH:27][C:23]([C:24](O)=[O:25])=[CH:22][CH:21]=3)=[O:19])=[CH:12][C:11]=12.[N+:29]([C:32]1C=C[C:35]([C:36]([OH:38])=O)=[CH:34][CH:33]=1)([O-])=O. (2) The reactants are: [CH2:1]([O:3][C:4]([C:6]1[C:7]([CH3:25])=[C:8]([C:18]([O:20][C:21]([CH3:24])([CH3:23])[CH3:22])=[O:19])[NH:9][C:10]=1[CH2:11][CH2:12][C:13]([O:15]CC)=[O:14])=[O:5])[CH3:2].CO.[OH-].[Li+]. Given the product [CH2:1]([O:3][C:4]([C:6]1[C:7]([CH3:25])=[C:8]([C:18]([O:20][C:21]([CH3:24])([CH3:23])[CH3:22])=[O:19])[NH:9][C:10]=1[CH2:11][CH2:12][C:13]([OH:15])=[O:14])=[O:5])[CH3:2], predict the reactants needed to synthesize it. (3) The reactants are: [F:1][C:2]1[CH:7]=[CH:6][C:5]([CH:8]([C:22]2[CH:27]=[CH:26][C:25]([F:28])=[CH:24][CH:23]=2)[NH:9][C:10](=[O:21])[C:11]([C:14]2[CH:19]=[CH:18][C:17]([OH:20])=[CH:16][CH:15]=2)([CH3:13])[CH3:12])=[CH:4][CH:3]=1.Cl[CH2:30][C:31]1[C:32]([C:37]([O:39][CH2:40][CH3:41])=[O:38])=[N:33][O:34][C:35]=1[CH3:36]. Given the product [F:1][C:2]1[CH:3]=[CH:4][C:5]([CH:8]([NH:9][C:10](=[O:21])[C:11]([C:14]2[CH:19]=[CH:18][C:17]([O:20][CH2:30][C:31]3[C:32]([C:37]([O:39][CH2:40][CH3:41])=[O:38])=[N:33][O:34][C:35]=3[CH3:36])=[CH:16][CH:15]=2)([CH3:12])[CH3:13])[C:22]2[CH:23]=[CH:24][C:25]([F:28])=[CH:26][CH:27]=2)=[CH:6][CH:7]=1, predict the reactants needed to synthesize it. (4) Given the product [F:17][C:18]([F:29])([F:28])[C:19]([NH:15][C:13]1[S:14][C:10]([CH2:9][CH2:8][NH:7][C:6](=[O:16])[O:5][C:1]([CH3:4])([CH3:2])[CH3:3])=[CH:11][N:12]=1)=[O:20], predict the reactants needed to synthesize it. The reactants are: [C:1]([O:5][C:6](=[O:16])[NH:7][CH2:8][CH2:9][C:10]1[S:14][C:13]([NH2:15])=[N:12][CH:11]=1)([CH3:4])([CH3:3])[CH3:2].[F:17][C:18]([F:29])([F:28])[C:19](O[C:19](=[O:20])[C:18]([F:29])([F:28])[F:17])=[O:20]. (5) Given the product [CH3:19][C:20]([CH3:22])([CH3:21])[CH:23]([C:2]1[CH:7]=[CH:6][C:5]([C:8]2[CH:13]=[CH:12][C:11]([O:14][C:15]([F:18])([F:17])[F:16])=[CH:10][CH:9]=2)=[CH:4][N:3]=1)[OH:24], predict the reactants needed to synthesize it. The reactants are: Br[C:2]1[CH:7]=[CH:6][C:5]([C:8]2[CH:13]=[CH:12][C:11]([O:14][C:15]([F:18])([F:17])[F:16])=[CH:10][CH:9]=2)=[CH:4][N:3]=1.[CH3:19][C:20]([CH:23]=[O:24])([CH3:22])[CH3:21].[Li]CCCC.